From a dataset of Reaction yield outcomes from USPTO patents with 853,638 reactions. Predict the reaction yield, written as a fraction of the theoretical maximum amount of product (1.0 means a 100% yield; for example, 0.34 means a 34% yield). (1) The reactants are [CH2:1]([C@H:8]([NH:23][C:24](=[O:34])[O:25][CH:26]1[CH:33]2[CH:29]([O:30][CH2:31][CH2:32]2)[O:28][CH2:27]1)[C@H:9]([OH:22])[CH2:10][NH:11]C(OCC1C=CC=CC=1)=O)[C:2]1[CH:7]=[CH:6][CH:5]=[CH:4][CH:3]=1. The catalyst is CO. The product is [NH2:11][CH2:10][C@@H:9]([OH:22])[C@@H:8]([NH:23][C:24](=[O:34])[O:25][C@@H:26]1[C@H:33]2[C@H:29]([O:30][CH2:31][CH2:32]2)[O:28][CH2:27]1)[CH2:1][C:2]1[CH:7]=[CH:6][CH:5]=[CH:4][CH:3]=1. The yield is 0.950. (2) The reactants are [C:1]([O:4][C@@H:5]1[CH2:29][CH2:28][C@@:27]2([CH3:30])[C@H:7]([CH2:8][CH2:9][C@@H:10]3[C:26]2=[CH:25][CH2:24][C@@:23]2([CH3:31])[C@H:11]3[CH2:12][CH:13]=[C:14]2[C@H:15]([CH3:22])/[CH:16]=[CH:17]/[C:18]([O:20][CH3:21])=[O:19])[CH2:6]1)(=[O:3])[CH3:2]. The catalyst is CCOC(C)=O.[Pd]. The product is [C:1]([O:4][C@@H:5]1[CH2:29][CH2:28][C@@:27]2([CH3:30])[C@H:7]([CH2:8][CH2:9][C@@H:10]3[C:26]2=[CH:25][CH2:24][C@@:23]2([CH3:31])[C@H:11]3[CH2:12][CH2:13][C@@H:14]2[C@H:15]([CH3:22])[CH2:16][CH2:17][C:18]([O:20][CH3:21])=[O:19])[CH2:6]1)(=[O:3])[CH3:2]. The yield is 0.860.